From a dataset of Forward reaction prediction with 1.9M reactions from USPTO patents (1976-2016). Predict the product of the given reaction. (1) The product is: [Br:1][C:2]1[CH:3]=[CH:4][C:5]([CH:8]=[CH:11][C:12]([OH:14])=[O:13])=[N:6][CH:7]=1. Given the reactants [Br:1][C:2]1[CH:3]=[CH:4][C:5]([CH:8]=O)=[N:6][CH:7]=1.C(O)(=O)[CH2:11][C:12]([OH:14])=[O:13].N1CCCCC1, predict the reaction product. (2) Given the reactants [Br:1][C:2]1[CH:3]=[N:4][CH:5]=[C:6]([CH2:8]Cl)[CH:7]=1.[Cl:10][C:11]1[N:16]=[C:15]([OH:17])[CH:14]=[CH:13][CH:12]=1.C([O-])([O-])=O.[K+].[K+].O, predict the reaction product. The product is: [Br:1][C:2]1[CH:7]=[C:6]([CH2:8][O:17][C:15]2[CH:14]=[CH:13][CH:12]=[C:11]([Cl:10])[N:16]=2)[CH:5]=[N:4][CH:3]=1. (3) Given the reactants [SH:1][C:2]1[C:7]2[NH:8][C:9](=[O:11])[NH:10][C:6]=2[CH:5]=[C:4]([C:12]([OH:14])=[O:13])[CH:3]=1.[Cl:15][C:16]1[CH:28]=[CH:27][C:19]2[NH:20][C:21](S(C)(=O)=O)=[N:22][C:18]=2[C:17]=1[C:29]([O:31][CH3:32])=[O:30], predict the reaction product. The product is: [Cl:15][C:16]1[CH:28]=[CH:27][C:19]2[NH:20][C:21]([S:1][C:2]3[C:7]4[NH:8][C:9](=[O:11])[NH:10][C:6]=4[CH:5]=[C:4]([C:12]([OH:14])=[O:13])[CH:3]=3)=[N:22][C:18]=2[C:17]=1[C:29]([O:31][CH3:32])=[O:30]. (4) Given the reactants [C:1]([O:5][C:6]([N:8]1[CH2:19][CH2:18][N:17]([CH2:20][CH2:21][CH2:22][NH:23][C:24](=[O:40])[C@H:25]([NH:30]C(OC2C=CC=CC=2)=O)[CH2:26][CH:27]([CH3:29])[CH3:28])[CH2:16][CH2:15][N:14]([C:41]([O:43][C:44]([CH3:47])([CH3:46])[CH3:45])=[O:42])[CH2:13][CH2:12][N:11]([C:48]([O:50][C:51]([CH3:54])([CH3:53])[CH3:52])=[O:49])[CH2:10][CH2:9]1)=[O:7])([CH3:4])([CH3:3])[CH3:2], predict the reaction product. The product is: [C:1]([O:5][C:6]([N:8]1[CH2:19][CH2:18][N:17]([CH2:20][CH2:21][CH2:22][NH:23][C:24](=[O:40])[CH:25]([NH2:30])[CH2:26][CH:27]([CH3:29])[CH3:28])[CH2:16][CH2:15][N:14]([C:41]([O:43][C:44]([CH3:47])([CH3:46])[CH3:45])=[O:42])[CH2:13][CH2:12][N:11]([C:48]([O:50][C:51]([CH3:52])([CH3:53])[CH3:54])=[O:49])[CH2:10][CH2:9]1)=[O:7])([CH3:4])([CH3:2])[CH3:3]. (5) Given the reactants [N:1]1[CH:6]=[CH:5][CH:4]=[C:3]([C:7]2[C:8]3[CH:15]=[CH:14][C:13]([OH:16])=[CH:12][C:9]=3[S:10][CH:11]=2)[CH:2]=1.[CH:17](Br)([CH3:19])[CH3:18].C(=O)([O-])[O-].[K+].[K+], predict the reaction product. The product is: [CH:17]([O:16][C:13]1[CH:14]=[CH:15][C:8]2[C:7]([C:3]3[CH:2]=[N:1][CH:6]=[CH:5][CH:4]=3)=[CH:11][S:10][C:9]=2[CH:12]=1)([CH3:19])[CH3:18]. (6) Given the reactants [Br:1][C:2]1[CH:3]=[C:4]2[C:12](=[CH:13][CH:14]=1)[NH:11][C:10]1[CH:9]([NH:15][CH:16]3[CH2:24][C:23]4[C:18](=[CH:19][CH:20]=[CH:21][CH:22]=4)[CH2:17]3)[CH2:8][CH2:7][CH2:6][C:5]2=1.[ClH:25], predict the reaction product. The product is: [ClH:25].[Br:1][C:2]1[CH:3]=[C:4]2[C:12](=[CH:13][CH:14]=1)[NH:11][C:10]1[C@H:9]([NH:15][CH:16]3[CH2:24][C:23]4[C:18](=[CH:19][CH:20]=[CH:21][CH:22]=4)[CH2:17]3)[CH2:8][CH2:7][CH2:6][C:5]2=1. (7) Given the reactants [H-].[Na+].[Br:3][C:4]1[N:9]=[C:8]([CH2:10][CH2:11][OH:12])[CH:7]=[CH:6][CH:5]=1.[CH3:13]I.O, predict the reaction product. The product is: [Br:3][C:4]1[CH:5]=[CH:6][CH:7]=[C:8]([CH2:10][CH2:11][O:12][CH3:13])[N:9]=1. (8) Given the reactants C[O:2][C:3]1[N:8]=[C:7](S(C)(=O)=O)[N:6]=[C:5]([C:13]2[CH:29]=[CH:28][C:16]3[NH:17][C:18]([NH:20][C:21]([C:23]4[S:24][CH:25]=[CH:26][CH:27]=4)=[O:22])=[N:19][C:15]=3[CH:14]=2)[CH:4]=1.[CH3:30][O:31][C:32]1[CH:37]=[CH:36][CH:35]=[C:34]([NH2:38])[CH:33]=1, predict the reaction product. The product is: [CH3:30][O:31][C:32]1[CH:33]=[C:34]([NH:38][C:7]2[NH:8][C:3](=[O:2])[CH:4]=[C:5]([C:13]3[CH:29]=[CH:28][C:16]4[NH:17][C:18]([NH:20][C:21]([C:23]5[S:24][CH:25]=[CH:26][CH:27]=5)=[O:22])=[N:19][C:15]=4[CH:14]=3)[N:6]=2)[CH:35]=[CH:36][CH:37]=1. (9) Given the reactants [CH3:1][O:2][C:3](=[O:8])[C:4]([CH2:6]Br)=[CH2:5].[CH3:9][NH:10][CH3:11].C1COCC1.C([O-])([O-])=O.[K+].[K+], predict the reaction product. The product is: [CH3:1][O:2][C:3](=[O:8])[C:4]([CH2:6][N:10]([CH3:11])[CH3:9])=[CH2:5].